This data is from Forward reaction prediction with 1.9M reactions from USPTO patents (1976-2016). The task is: Predict the product of the given reaction. (1) Given the reactants [CH3:1][O:2][C:3]([CH:5]1[CH2:10][CH2:9][CH:8]([NH2:11])[CH2:7][CH2:6]1)=[O:4].C([N:29]=[C:30]=[S:31])(OCC1C2C(=CC=CC=2)C2C1=CC=CC=2)=O, predict the reaction product. The product is: [CH3:1][O:2][C:3]([CH:5]1[CH2:10][CH2:9][CH:8]([NH:11][C:30]([NH2:29])=[S:31])[CH2:7][CH2:6]1)=[O:4]. (2) Given the reactants [CH2:1]([N:8]1[CH2:13][CH2:12][C:11](=[C:14](O)[CH3:15])[CH2:10][CH2:9]1)[C:2]1[CH:7]=[CH:6][CH:5]=[CH:4][CH:3]=1.[OH-].[Na+].[CH2:19]([O:21]C=C)[CH3:20], predict the reaction product. The product is: [CH:19]([O:21][CH2:15][CH:14]=[C:11]1[CH2:12][CH2:13][N:8]([CH2:1][C:2]2[CH:7]=[CH:6][CH:5]=[CH:4][CH:3]=2)[CH2:9][CH2:10]1)=[CH2:20]. (3) Given the reactants C([O:3][C:4]([C:6]1([NH:15][C:16]([C:18]2[C:19]([N:25]([CH:27]([CH3:29])[CH3:28])[CH3:26])=[N:20][CH:21]=[C:22]([Cl:24])[CH:23]=2)=[O:17])[CH2:14][C:13]2[C:8](=[CH:9][CH:10]=[CH:11][CH:12]=2)[CH2:7]1)=[O:5])C.O1CCOCC1.CO.[Li+].[OH-], predict the reaction product. The product is: [Cl:24][C:22]1[CH:23]=[C:18]([C:16]([NH:15][C:6]2([C:4]([OH:5])=[O:3])[CH2:7][C:8]3[C:13](=[CH:12][CH:11]=[CH:10][CH:9]=3)[CH2:14]2)=[O:17])[C:19]([N:25]([CH:27]([CH3:28])[CH3:29])[CH3:26])=[N:20][CH:21]=1.